From a dataset of Full USPTO retrosynthesis dataset with 1.9M reactions from patents (1976-2016). Predict the reactants needed to synthesize the given product. (1) Given the product [NH:27]1[C:28]2[C:24](=[CH:23][C:22]([NH:21][C:20](=[O:39])[O:19][C@H:9]([C:4]3[CH:3]=[CH:2][C:7]([Cl:40])=[C:6]([Cl:8])[CH:5]=3)[C@H:10]3[CH2:15][CH2:14][CH2:13][CH2:12][NH:11]3)=[CH:30][CH:29]=2)[CH:25]=[N:26]1, predict the reactants needed to synthesize it. The reactants are: Cl[C:2]1[CH:3]=[C:4]([C@@H:9]([O:19][C:20](=[O:39])[NH:21][C:22]2[CH:23]=[C:24]3[C:28](=[CH:29][CH:30]=2)[N:27](COCC[Si](C)(C)C)[N:26]=[CH:25]3)[C@H:10]2[CH2:15][CH2:14][CH2:13][CH2:12][N:11]2C([O-])=O)[CH:5]=[C:6]([Cl:8])[CH:7]=1.[ClH:40]. (2) The reactants are: [Cl:1][C:2]1[CH:3]=[C:4]([CH2:27][OH:28])[CH:5]=[N:6][C:7]=1[C:8]1[CH:13]=[CH:12][C:11]([C:14]2[NH:18][C:17]3[CH:19]=[C:20]([C:23]([F:26])([F:25])[F:24])[CH:21]=[CH:22][C:16]=3[N:15]=2)=[CH:10][CH:9]=1.[Mn]([O-])(=O)(=O)=[O:30].[K+]. Given the product [Cl:1][C:2]1[C:7]([C:8]2[CH:13]=[CH:12][C:11]([C:14]3[NH:18][C:17]4[CH:19]=[C:20]([C:23]([F:25])([F:26])[F:24])[CH:21]=[CH:22][C:16]=4[N:15]=3)=[CH:10][CH:9]=2)=[N:6][CH:5]=[C:4]([CH:3]=1)[C:27]([OH:30])=[O:28], predict the reactants needed to synthesize it. (3) Given the product [Cl:21][C:15]1[CH:16]=[C:17]([F:20])[CH:18]=[CH:19][C:14]=1[CH:5]1[N:6]=[C:7]([C:9]2[S:10][CH:11]=[CH:12][N:13]=2)[NH:8][C:3]([CH2:2][N:26]2[CH2:31][CH2:30][O:29][CH2:28][C@H:27]2[C:32]([OH:34])=[O:33])=[C:4]1[C:22]([O:24][CH3:25])=[O:23], predict the reactants needed to synthesize it. The reactants are: Br[CH2:2][C:3]1[NH:8][C:7]([C:9]2[S:10][CH:11]=[CH:12][N:13]=2)=[N:6][CH:5]([C:14]2[CH:19]=[CH:18][C:17]([F:20])=[CH:16][C:15]=2[Cl:21])[C:4]=1[C:22]([O:24][CH3:25])=[O:23].[NH:26]1[CH2:31][CH2:30][O:29][CH2:28][C@H:27]1[C:32]([OH:34])=[O:33].